From a dataset of Forward reaction prediction with 1.9M reactions from USPTO patents (1976-2016). Predict the product of the given reaction. (1) Given the reactants Cl[C:2]1[CH:7]=[C:6]([N+:8]([O-:10])=[O:9])[CH:5]=[CH:4][C:3]=1[CH2:11][CH2:12][NH:13][CH2:14][CH:15]1[CH2:20][CH2:19][CH2:18][CH2:17][CH2:16]1.C(N(CC)CC)C.[CH3:28][C:29]([O:32][C:33]([O:35]C(OC(C)(C)C)=O)=O)([CH3:31])[CH3:30].C(=O)(O)[O-].[Na+].C(Cl)[Cl:49], predict the reaction product. The product is: [Cl:49][CH:11]([C:3]1[CH:4]=[CH:5][C:6]([N+:8]([O-:10])=[O:9])=[CH:7][CH:2]=1)[CH2:12][N:13]([CH2:14][CH:15]1[CH2:20][CH2:19][CH2:18][CH2:17][CH2:16]1)[C:33](=[O:35])[O:32][C:29]([CH3:31])([CH3:30])[CH3:28]. (2) Given the reactants N1C(C)=CC(C)=CC=1C.[Cl:10][C:11]1[CH:41]=[CH:40][C:14]([CH2:15][NH:16][C:17]([C:19]2[C:20](=[O:39])[C:21]3[CH:36]=[C:35]([CH2:37]O)[S:34][C:22]=3[N:23]([CH2:25][CH2:26][O:27]C3CCCCO3)[CH:24]=2)=[O:18])=[CH:13][CH:12]=1.CS([Cl:46])(=O)=O.O, predict the reaction product. The product is: [Cl:10][C:11]1[CH:41]=[CH:40][C:14]([CH2:15][NH:16][C:17]([C:19]2[C:20](=[O:39])[C:21]3[CH:36]=[C:35]([CH2:37][Cl:46])[S:34][C:22]=3[N:23]([CH2:25][CH2:26][OH:27])[CH:24]=2)=[O:18])=[CH:13][CH:12]=1. (3) The product is: [Cl:12][C:7]1[C:6]2[C:11](=[C:2]([CH:13]=[CH2:14])[CH:3]=[CH:4][CH:5]=2)[N:10]=[CH:9][CH:8]=1. Given the reactants Br[C:2]1[CH:3]=[CH:4][CH:5]=[C:6]2[C:11]=1[N:10]=[CH:9][CH:8]=[C:7]2[Cl:12].[CH2:13](N(CC)CC)[CH3:14], predict the reaction product. (4) Given the reactants C(OC1C=CC(C(C2C=CC(OCC3OC3)=CC=2)(C)C)=CC=1)C1[O:4]C1.[CH2:26]([O:30][CH2:31][CH:32]1[CH2:37][CH2:36][CH:35]([CH2:38][O:39]CC2OC2)[CH2:34][CH2:33]1)[CH:27]1[O:29][CH2:28]1.C(C1C=C(OC)C=C(C(C)(C)C)C=1O)(C)(C)C.C1C2NC3C(=CC=CC=3)SC=2C=CC=1, predict the reaction product. The product is: [O:29]1[CH:28]=[C:27]1[C:26]([O:30][CH2:31][CH:32]1[CH2:37][CH2:36][CH:35]([CH2:38][OH:39])[CH2:34][CH2:33]1)=[O:4]. (5) Given the reactants [CH2:1]([O:4][C:5]1([CH3:49])[CH2:10][CH2:9][N:8]([C:11]2[N:16]3[N:17]=[C:18]([CH2:20][N:21]([CH2:25][C:26]4[CH:31]=[CH:30][C:29]([F:32])=[CH:28][C:27]=4[CH2:33][CH2:34]C=C)[CH:22]4[CH2:24][CH2:23]4)[CH:19]=[C:15]3[N:14]=[C:13]([CH3:37])[C:12]=2[C@H:38]([O:44][C:45]([CH3:48])([CH3:47])[CH3:46])[C:39]([O:41][CH2:42][CH3:43])=[O:40])[CH2:7][CH2:6]1)[CH:2]=[CH2:3].[BH4-].[Na+], predict the reaction product. The product is: [C:45]([O:44][C@@H:38]([C:12]1[C:13]([CH3:37])=[N:14][C:15]2=[CH:19][C:18]3=[N:17][N:16]2[C:11]=1[N:8]1[CH2:7][CH2:6][C:5]([CH3:49])([O:4][CH2:1][CH2:2][CH2:3][CH2:34][CH2:33][C:27]2[CH:28]=[C:29]([F:32])[CH:30]=[CH:31][C:26]=2[CH2:25][N:21]([CH:22]2[CH2:23][CH2:24]2)[CH2:20]3)[CH2:10][CH2:9]1)[C:39]([O:41][CH2:42][CH3:43])=[O:40])([CH3:46])([CH3:48])[CH3:47]. (6) Given the reactants [C:1]([O:5][C:6]([N:8]1[CH2:12][C@H:11]([F:13])[CH2:10][C@H:9]1[C:14]([OH:16])=O)=[O:7])([CH3:4])([CH3:3])[CH3:2].CCN(C(C)C)C(C)C.CN(C(ON1N=NC2C=CC=NC1=2)=[N+](C)C)C.F[P-](F)(F)(F)(F)F.[F:50][C:51]1[N:56]=[C:55]([CH2:57][NH2:58])[CH:54]=[C:53]([C:59]2[CH:64]=[CH:63][C:62]([C:65]([F:68])([F:67])[F:66])=[CH:61][N:60]=2)[CH:52]=1, predict the reaction product. The product is: [F:13][C@H:11]1[CH2:12][N:8]([C:6]([O:5][C:1]([CH3:2])([CH3:3])[CH3:4])=[O:7])[C@H:9]([C:14](=[O:16])[NH:58][CH2:57][C:55]2[CH:54]=[C:53]([C:59]3[CH:64]=[CH:63][C:62]([C:65]([F:66])([F:68])[F:67])=[CH:61][N:60]=3)[CH:52]=[C:51]([F:50])[N:56]=2)[CH2:10]1.